From a dataset of Forward reaction prediction with 1.9M reactions from USPTO patents (1976-2016). Predict the product of the given reaction. (1) Given the reactants [F:1][C:2]1[CH:28]=[CH:27][CH:26]=[C:25]([F:29])[C:3]=1[C:4]([NH:6][C:7](=[O:24])[N:8]([C:10]1[CH:15]=[CH:14][C:13]([C:16]([O:18][C:19]([CH3:22])([CH3:21])[CH3:20])=[O:17])=[CH:12][C:11]=1[F:23])[CH3:9])=[O:5].[H-].[Na+].[CH3:32]I.[Cl-].[NH4+], predict the reaction product. The product is: [F:1][C:2]1[CH:28]=[CH:27][CH:26]=[C:25]([F:29])[C:3]=1[C:4]([N:6]([CH3:32])[C:7]([N:8]([C:10]1[CH:15]=[CH:14][C:13]([C:16]([O:18][C:19]([CH3:22])([CH3:21])[CH3:20])=[O:17])=[CH:12][C:11]=1[F:23])[CH3:9])=[O:24])=[O:5]. (2) Given the reactants [Li+].[BH4-].[CH2:3]([O:10][N:11]1[C:17](=[O:18])[N:16]2[CH2:19][C@H:12]1[CH2:13][CH2:14][C@H:15]2[C:20](OCC)=[O:21])[C:4]1[CH:9]=[CH:8][CH:7]=[CH:6][CH:5]=1, predict the reaction product. The product is: [CH2:3]([O:10][N:11]1[C:17](=[O:18])[N:16]2[CH2:19][C@H:12]1[CH2:13][CH2:14][C@H:15]2[CH2:20][OH:21])[C:4]1[CH:5]=[CH:6][CH:7]=[CH:8][CH:9]=1. (3) Given the reactants [OH:1][C:2]1[CH:11]=[C:10]([CH3:12])[CH:9]=[CH:8][C:3]=1[C:4]([O:6][CH3:7])=[O:5].[S:13](O[S:13]([C:16]([F:19])([F:18])[F:17])(=[O:15])=[O:14])([C:16]([F:19])([F:18])[F:17])(=[O:15])=[O:14], predict the reaction product. The product is: [F:17][C:16]([F:19])([F:18])[S:13]([O:1][C:2]1[CH:11]=[C:10]([CH3:12])[CH:9]=[CH:8][C:3]=1[C:4]([O:6][CH3:7])=[O:5])(=[O:15])=[O:14].